From a dataset of Full USPTO retrosynthesis dataset with 1.9M reactions from patents (1976-2016). Predict the reactants needed to synthesize the given product. (1) Given the product [CH:17]1([O:16][C:3]2[C:2]([C:26]3[CH:25]=[N:24][N:23]([CH:20]4[CH2:22][CH2:21]4)[CH:27]=3)=[CH:11][CH:10]=[C:9]3[C:4]=2[CH2:5][CH2:6][C@H:7]([CH3:15])[N:8]3[C:12](=[O:14])[CH3:13])[CH2:19][CH2:18]1, predict the reactants needed to synthesize it. The reactants are: Br[C:2]1[C:3]([O:16][CH:17]2[CH2:19][CH2:18]2)=[C:4]2[C:9](=[CH:10][CH:11]=1)[N:8]([C:12](=[O:14])[CH3:13])[C@@H:7]([CH3:15])[CH2:6][CH2:5]2.[CH:20]1([N:23]2[CH:27]=[C:26](B3OC(C)(C)C(C)(C)O3)[CH:25]=[N:24]2)[CH2:22][CH2:21]1.C(=O)([O-])[O-].[K+].[K+]. (2) Given the product [CH:20]([C:12]1[S:11][C:10]([C:5]2[CH:6]=[CH:7][CH:8]=[CH:9][C:4]=2[N+:1]([O-:3])=[O:2])=[N:14][N:13]=1)([CH3:21])[CH3:19], predict the reactants needed to synthesize it. The reactants are: [N+:1]([C:4]1[CH:9]=[CH:8][CH:7]=[CH:6][C:5]=1[C:10]1[S:11][CH:12]=[N:13][N:14]=1)([O-:3])=[O:2].C(NN[C:19](=O)[C:20]1C=CC=C[C:21]=1[N+]([O-])=O)=O. (3) Given the product [CH3:15][O:14][C:10]1[CH:9]=[C:8]([C:5]2[CH:6]=[CH:7][C:2]([NH:24][C:20]3[CH:19]=[N:18][CH:23]=[CH:22][CH:21]=3)=[C:3]([C:16]#[N:17])[CH:4]=2)[CH:13]=[CH:12][CH:11]=1, predict the reactants needed to synthesize it. The reactants are: F[C:2]1[CH:7]=[CH:6][C:5]([C:8]2[CH:13]=[CH:12][CH:11]=[C:10]([O:14][CH3:15])[CH:9]=2)=[CH:4][C:3]=1[C:16]#[N:17].[N:18]1[CH:23]=[CH:22][CH:21]=[C:20]([NH2:24])[CH:19]=1.CC([O-])(C)C.[K+]. (4) Given the product [Br:13][C:14]1[CH:15]=[N+:16]([O-:24])[CH:17]=[C:18]([C:20]2[O:21][C:6](=[O:7])[NH:23][N:22]=2)[CH:19]=1, predict the reactants needed to synthesize it. The reactants are: N1([C:6](N2C=CN=C2)=[O:7])C=CN=C1.[Br:13][C:14]1[CH:15]=[N+:16]([O-:24])[CH:17]=[C:18]([C:20]([NH:22][NH2:23])=[O:21])[CH:19]=1. (5) Given the product [Cl:21][C:22]1[N:23]=[CH:24][N:25]=[C:26]([O:16][CH2:15][C:5]2[N:4]([CH2:3][C:2]([CH3:18])([CH3:17])[CH3:1])[C:8]3[N:9]=[C:10]([C:13]#[N:14])[N:11]=[CH:12][C:7]=3[CH:6]=2)[CH:27]=1, predict the reactants needed to synthesize it. The reactants are: [CH3:1][C:2]([CH3:18])([CH3:17])[CH2:3][N:4]1[C:8]2[N:9]=[C:10]([C:13]#[N:14])[N:11]=[CH:12][C:7]=2[CH:6]=[C:5]1[CH2:15][OH:16].[H-].[Na+].[Cl:21][C:22]1[CH:27]=[C:26](Cl)[N:25]=[CH:24][N:23]=1.CCOC(C)=O.